This data is from NCI-60 drug combinations with 297,098 pairs across 59 cell lines. The task is: Regression. Given two drug SMILES strings and cell line genomic features, predict the synergy score measuring deviation from expected non-interaction effect. (1) Drug 1: CCC(=C(C1=CC=CC=C1)C2=CC=C(C=C2)OCCN(C)C)C3=CC=CC=C3.C(C(=O)O)C(CC(=O)O)(C(=O)O)O. Drug 2: C1CN1C2=NC(=NC(=N2)N3CC3)N4CC4. Cell line: MCF7. Synergy scores: CSS=15.3, Synergy_ZIP=-3.77, Synergy_Bliss=4.13, Synergy_Loewe=-7.81, Synergy_HSA=2.56. (2) Drug 1: CC12CCC3C(C1CCC2=O)CC(=C)C4=CC(=O)C=CC34C. Drug 2: CC1C(C(=O)NC(C(=O)N2CCCC2C(=O)N(CC(=O)N(C(C(=O)O1)C(C)C)C)C)C(C)C)NC(=O)C3=C4C(=C(C=C3)C)OC5=C(C(=O)C(=C(C5=N4)C(=O)NC6C(OC(=O)C(N(C(=O)CN(C(=O)C7CCCN7C(=O)C(NC6=O)C(C)C)C)C)C(C)C)C)N)C. Cell line: CAKI-1. Synergy scores: CSS=21.3, Synergy_ZIP=6.01, Synergy_Bliss=6.20, Synergy_Loewe=7.15, Synergy_HSA=6.72. (3) Drug 1: C1=NC2=C(N1)C(=S)N=C(N2)N. Drug 2: C1=CC=C(C=C1)NC(=O)CCCCCCC(=O)NO. Cell line: HCT-15. Synergy scores: CSS=32.9, Synergy_ZIP=-1.58, Synergy_Bliss=-1.90, Synergy_Loewe=-11.8, Synergy_HSA=-2.12. (4) Drug 1: CS(=O)(=O)CCNCC1=CC=C(O1)C2=CC3=C(C=C2)N=CN=C3NC4=CC(=C(C=C4)OCC5=CC(=CC=C5)F)Cl. Drug 2: C1CCC(C(C1)N)N.C(=O)(C(=O)[O-])[O-].[Pt+4]. Cell line: IGROV1. Synergy scores: CSS=32.3, Synergy_ZIP=-7.84, Synergy_Bliss=-3.21, Synergy_Loewe=-1.35, Synergy_HSA=-0.134. (5) Drug 1: CS(=O)(=O)C1=CC(=C(C=C1)C(=O)NC2=CC(=C(C=C2)Cl)C3=CC=CC=N3)Cl. Drug 2: CC12CCC3C(C1CCC2OP(=O)(O)O)CCC4=C3C=CC(=C4)OC(=O)N(CCCl)CCCl.[Na+]. Cell line: SK-MEL-28. Synergy scores: CSS=-5.75, Synergy_ZIP=-0.0729, Synergy_Bliss=-5.70, Synergy_Loewe=-12.1, Synergy_HSA=-12.2. (6) Drug 1: CC=C1C(=O)NC(C(=O)OC2CC(=O)NC(C(=O)NC(CSSCCC=C2)C(=O)N1)C(C)C)C(C)C. Synergy scores: CSS=52.5, Synergy_ZIP=8.34, Synergy_Bliss=9.02, Synergy_Loewe=-42.3, Synergy_HSA=4.16. Cell line: MDA-MB-231. Drug 2: C(CN)CNCCSP(=O)(O)O. (7) Drug 1: C1CCC(CC1)NC(=O)N(CCCl)N=O. Drug 2: CN(C)C1=NC(=NC(=N1)N(C)C)N(C)C. Cell line: SF-268. Synergy scores: CSS=25.9, Synergy_ZIP=12.6, Synergy_Bliss=12.5, Synergy_Loewe=-3.16, Synergy_HSA=7.76.